From a dataset of Cav3 T-type calcium channel HTS with 100,875 compounds. Binary Classification. Given a drug SMILES string, predict its activity (active/inactive) in a high-throughput screening assay against a specified biological target. (1) The molecule is O=C1N(CCC1)CCCNC(=O)COC(=O)c1c(c(nc2c1cccc2)CC)C. The result is 0 (inactive). (2) The molecule is O=C(c1c(nc(NCC=C)c(c1)C#N)C)C. The result is 0 (inactive). (3) The drug is o1c(Cn2c(=O)c3c(n(nc3)c3ccccc3)nc2)ccc1. The result is 0 (inactive). (4) The compound is o1c2c(ncnc2Nc2c(OC)cccc2)c2c1cccc2. The result is 0 (inactive).